From a dataset of Reaction yield outcomes from USPTO patents with 853,638 reactions. Predict the reaction yield, written as a fraction of the theoretical maximum amount of product (1.0 means a 100% yield; for example, 0.34 means a 34% yield). (1) The reactants are [OH-].[Na+].[CH3:3][N:4]([CH3:23])[C:5](=[O:22])[CH2:6][CH2:7][CH2:8][C:9]1[CH:14]=[CH:13][C:12]([NH:15]C(=O)C(F)(F)F)=[CH:11][CH:10]=1. The catalyst is CO. The product is [CH3:23][N:4]([CH3:3])[C:5](=[O:22])[CH2:6][CH2:7][CH2:8][C:9]1[CH:10]=[CH:11][C:12]([NH2:15])=[CH:13][CH:14]=1. The yield is 0.660. (2) The reactants are [CH2:1]([OH:4])[CH2:2][OH:3].[H-].[Na+].Br[CH2:8][C:9]1[CH:14]=[CH:13][C:12]([C:15]([CH3:18])([CH3:17])[CH3:16])=[CH:11][CH:10]=1.O. The catalyst is C1COCC1.[N+](CCCC)(CCCC)(CCCC)CCCC.[I-].CCOC(C)=O. The product is [CH3:18][C:15]([C:12]1[CH:11]=[CH:10][C:9]([CH2:8][O:3][CH2:2][CH2:1][OH:4])=[CH:14][CH:13]=1)([CH3:16])[CH3:17]. The yield is 0.510. (3) The catalyst is C(O)(C)(C)C.O.C(OCC)(=O)C. The yield is 0.140. The reactants are [F:1][CH:2]([F:15])[O:3][C:4]1[CH:9]=[C:8]([CH3:10])[CH:7]=[C:6]([CH3:11])[C:5]=1[CH2:12][CH:13]=[O:14].CC(=CC)C.P([O-])(O)(O)=[O:22].[Na+].Cl([O-])=O.[Na+]. The product is [F:1][CH:2]([F:15])[O:3][C:4]1[CH:9]=[C:8]([CH3:10])[CH:7]=[C:6]([CH3:11])[C:5]=1[CH2:12][C:13]([OH:22])=[O:14]. (4) The reactants are Cl.[C:2]1([CH3:10])[CH:7]=[CH:6][C:5]([NH:8]N)=[CH:4][CH:3]=1.Cl.[CH2:12]([N:14]1[CH2:19][CH2:18][C:17](=O)[CH2:16][CH2:15]1)[CH3:13]. The catalyst is C(O)C. The product is [CH2:12]([N:14]1[CH2:19][CH2:18][C:17]2[NH:8][C:5]3[CH:4]=[CH:3][C:2]([CH3:10])=[CH:7][C:6]=3[C:16]=2[CH2:15]1)[CH3:13]. The yield is 0.710. (5) The reactants are [CH3:1][C:2]1[CH:7]=[CH:6][CH:5]=[C:4]([CH3:8])[C:3]=1[C:9]1[CH:10]=[C:11]2[C:15](=[CH:16][CH:17]=1)[C:14](=O)[CH2:13][CH2:12]2.[NH2:19][C:20]1[CH:25]=[CH:24][C:23]([CH2:26][CH2:27][C:28]([O:30]C)=[O:29])=[CH:22][CH:21]=1.C(O)(=O)C.C(O[BH-](OC(=O)C)OC(=O)C)(=O)C.[Na+].O.[OH-].[Li+].Cl. The catalyst is ClCCCl.O.CO. The product is [CH3:8][C:4]1[CH:5]=[CH:6][CH:7]=[C:2]([CH3:1])[C:3]=1[C:9]1[CH:10]=[C:11]2[C:15](=[CH:16][CH:17]=1)[CH:14]([NH:19][C:20]1[CH:25]=[CH:24][C:23]([CH2:26][CH2:27][C:28]([OH:30])=[O:29])=[CH:22][CH:21]=1)[CH2:13][CH2:12]2. The yield is 0.370.